From a dataset of Catalyst prediction with 721,799 reactions and 888 catalyst types from USPTO. Predict which catalyst facilitates the given reaction. (1) Reactant: [Cl:1][C:2]1[CH:3]=[C:4]([CH:7]=[C:8]([Cl:11])[C:9]=1[OH:10])[CH:5]=[O:6].[CH3:12][Mg+].[Br-].[NH4+].[Cl-].O. Product: [Cl:1][C:2]1[CH:3]=[C:4]([CH:5]([OH:6])[CH3:12])[CH:7]=[C:8]([Cl:11])[C:9]=1[OH:10]. The catalyst class is: 28. (2) Reactant: [NH2:1][C:2]1[CH:3]=[C:4]([C:9]([C:11]2[CH:20]=[CH:19][CH:18]=[CH:17][C:12]=2[C:13]([O:15][CH3:16])=[O:14])=[O:10])[CH:5]=[CH:6][C:7]=1[NH2:8].[C:21](O[C:21]([O:23][C:24]([CH3:27])([CH3:26])[CH3:25])=[O:22])([O:23][C:24]([CH3:27])([CH3:26])[CH3:25])=[O:22]. Product: [NH2:8][C:7]1[CH:6]=[CH:5][C:4]([C:9]([C:11]2[CH:20]=[CH:19][CH:18]=[CH:17][C:12]=2[C:13]([O:15][CH3:16])=[O:14])=[O:10])=[CH:3][C:2]=1[NH:1][C:21]([O:23][C:24]([CH3:27])([CH3:26])[CH3:25])=[O:22]. The catalyst class is: 9. (3) Reactant: Br.Br[CH2:3][C:4]([C:6]1[CH:11]=[CH:10][C:9]([Br:12])=[CH:8][N:7]=1)=[O:5].[CH3:13][C:14]1[NH:15][CH:16]=[CH:17][N:18]=1. Product: [Br:12][C:9]1[CH:10]=[CH:11][C:6]([C:4](=[O:5])[CH2:3][N:15]2[CH:16]=[CH:17][N:18]=[C:14]2[CH3:13])=[N:7][CH:8]=1. The catalyst class is: 266. (4) Reactant: Cl.[Cl:2][C:3]1[CH:4]=[C:5]2[C:10](=[CH:11][CH:12]=1)[CH:9]=[C:8]([S:13]([N:16]1[CH2:21][CH2:20][N:19]([C:22]([C:24]3[S:25][C:26]4[CH2:27][NH:28][CH:29]([CH3:33])[CH2:30][C:31]=4[N:32]=3)=[O:23])[CH:18]([C:34](=[O:45])[NH:35][CH2:36][C:37]3[CH:42]=[CH:41][CH:40]=[CH:39][C:38]=3[O:43]C)[CH2:17]1)(=[O:15])=[O:14])[CH:7]=[CH:6]2.B(Br)(Br)Br.ClCCl.CO.C(=O)([O-])[O-].[Na+].[Na+]. Product: [Cl:2][C:3]1[CH:4]=[C:5]2[C:10](=[CH:11][CH:12]=1)[CH:9]=[C:8]([S:13]([N:16]1[CH2:21][CH2:20][N:19]([C:22]([C:24]3[S:25][C:26]4[CH2:27][NH:28][CH:29]([CH3:33])[CH2:30][C:31]=4[N:32]=3)=[O:23])[CH:18]([C:34](=[O:45])[NH:35][CH2:36][C:37]3[CH:42]=[CH:41][CH:40]=[CH:39][C:38]=3[OH:43])[CH2:17]1)(=[O:14])=[O:15])[CH:7]=[CH:6]2. The catalyst class is: 46. (5) Reactant: [F:1][C:2]([F:16])([CH2:12][CH2:13][CH2:14][CH3:15])[C:3](=[O:11])[CH2:4]P(=O)(OC)OC.O.[OH-].[Li+].[C:20]([O:23][C@@H:24]1[C@H:28]([CH2:29][CH2:30][CH2:31][CH2:32][CH2:33][CH2:34][C:35]([O:37][CH3:38])=[O:36])[C@@H:27]([CH:39]=O)[C@H:26]([O:41][CH:42]2[CH2:47][CH2:46][CH2:45][CH2:44][O:43]2)[CH2:25]1)(=[O:22])[CH3:21]. Product: [C:20]([O:23][C@@H:24]1[C@H:28]([CH2:29][CH2:30][CH2:31][CH2:32][CH2:33][CH2:34][C:35]([O:37][CH3:38])=[O:36])[C@@H:27](/[CH:39]=[CH:4]/[C:3](=[O:11])[C:2]([F:1])([F:16])[CH2:12][CH2:13][CH2:14][CH3:15])[C@H:26]([O:41][CH:42]2[CH2:47][CH2:46][CH2:45][CH2:44][O:43]2)[CH2:25]1)(=[O:22])[CH3:21]. The catalyst class is: 7. (6) Reactant: [H-].[Na+].[C:3]([C:7]([C:10]([CH2:13][OH:14])([F:12])[F:11])([F:9])[F:8])([F:6])([F:5])[F:4].[OH-:15].[Na+].Cl.[OH2:18]. Product: [C:3]([C:7]([C:10]([CH2:13][O:14][C:7]([C:10]([OH:18])=[O:15])([C:3]([F:6])([F:5])[F:4])[F:8])([F:12])[F:11])([F:9])[F:8])([F:6])([F:5])[F:4]. The catalyst class is: 1. (7) Reactant: Cl[C:2]1[N:7]=[C:6]([NH:8][C@@H:9]([C:11]2[CH:16]=[CH:15][CH:14]=[C:13]([O:17][CH3:18])[CH:12]=2)[CH3:10])[C:5]([Cl:19])=[CH:4][N:3]=1.[NH2:20][C:21]1[CH:22]=[C:23]([CH:26]=[CH:27][CH:28]=1)[CH2:24][OH:25].O.C1(C)C=CC(S(O)(=O)=O)=CC=1.C([O-])(O)=O.[Na+]. Product: [Cl:19][C:5]1[C:6]([NH:8][C@@H:9]([C:11]2[CH:16]=[CH:15][CH:14]=[C:13]([O:17][CH3:18])[CH:12]=2)[CH3:10])=[N:7][C:2]([NH:20][C:21]2[CH:22]=[C:23]([CH2:24][OH:25])[CH:26]=[CH:27][CH:28]=2)=[N:3][CH:4]=1. The catalyst class is: 12. (8) The catalyst class is: 34. Reactant: [Na+].[CH3:2][C:3]1[C:11]2[C:10]([C:12]([O-:14])=O)=[CH:9][C:8]([C:15]3[CH:20]=[CH:19][C:18]([O:21][CH:22]4[CH2:27][CH2:26][CH2:25][CH2:24][O:23]4)=[CH:17][CH:16]=3)=[N:7][C:6]=2[N:5]([CH:28]2[CH2:33][CH2:32][CH2:31][CH2:30][O:29]2)[N:4]=1.CCN(C(C)C)C(C)C.[C:43]([O:47][C:48]([N:50]1[CH2:57][C:54]2([CH2:56][CH2:55]2)[NH:53][CH2:52][CH2:51]1)=[O:49])([CH3:46])([CH3:45])[CH3:44]. Product: [C:43]([O:47][C:48]([N:50]1[CH2:57][C:54]2([CH2:55][CH2:56]2)[N:53]([C:12]([C:10]2[C:11]3[C:3]([CH3:2])=[N:4][N:5]([CH:28]4[CH2:33][CH2:32][CH2:31][CH2:30][O:29]4)[C:6]=3[N:7]=[C:8]([C:15]3[CH:20]=[CH:19][C:18]([O:21][CH:22]4[CH2:27][CH2:26][CH2:25][CH2:24][O:23]4)=[CH:17][CH:16]=3)[CH:9]=2)=[O:14])[CH2:52][CH2:51]1)=[O:49])([CH3:46])([CH3:44])[CH3:45]. (9) Reactant: [C:1]1([CH2:7][NH2:8])[CH:6]=[CH:5][CH:4]=[CH:3][CH:2]=1.O=[C:10]1[CH2:15][CH2:14][O:13][CH2:12][CH:11]1[C:16]([O:18][CH2:19][CH3:20])=[O:17]. Product: [CH2:7]([NH:8][C:10]1[CH2:15][CH2:14][O:13][CH2:12][C:11]=1[C:16]([O:18][CH2:19][CH3:20])=[O:17])[C:1]1[CH:6]=[CH:5][CH:4]=[CH:3][CH:2]=1. The catalyst class is: 11.